This data is from Catalyst prediction with 721,799 reactions and 888 catalyst types from USPTO. The task is: Predict which catalyst facilitates the given reaction. (1) Reactant: CCCC[N+](CCCC)(CCCC)CCCC.[F-].[CH2:19]([O:26][C:27]1[CH:32]=[CH:31][C:30]([N:33]([C:53]2[CH:58]=[CH:57][CH:56]=[CH:55][CH:54]=2)[C:34]([C:36]2[C:44]3[C:39](=[CH:40][CH:41]=[CH:42][CH:43]=3)[N:38](COCC[Si](C)(C)C)[CH:37]=2)=[O:35])=[CH:29][CH:28]=1)[C:20]1[CH:25]=[CH:24][CH:23]=[CH:22][CH:21]=1.C(N)CN. Product: [CH2:19]([O:26][C:27]1[CH:28]=[CH:29][C:30]([N:33]([C:53]2[CH:58]=[CH:57][CH:56]=[CH:55][CH:54]=2)[C:34]([C:36]2[C:44]3[C:39](=[CH:40][CH:41]=[CH:42][CH:43]=3)[NH:38][CH:37]=2)=[O:35])=[CH:31][CH:32]=1)[C:20]1[CH:21]=[CH:22][CH:23]=[CH:24][CH:25]=1. The catalyst class is: 7. (2) The catalyst class is: 5. Product: [CH2:10]([N:7]1[CH2:8][CH2:9][CH:4]([N:21]([CH3:20])[CH3:24])[C:5]([CH2:18][CH3:19])([CH3:17])[CH2:6]1)[C:11]1[CH:16]=[CH:15][CH:14]=[CH:13][CH:12]=1. Reactant: C=O.N[CH:4]1[CH2:9][CH2:8][N:7]([CH2:10][C:11]2[CH:16]=[CH:15][CH:14]=[CH:13][CH:12]=2)[CH2:6][C:5]1([CH2:18][CH3:19])[CH3:17].[C:20]([BH3-])#[N:21].[Na+].[C:24](O)(=O)C.